From a dataset of Forward reaction prediction with 1.9M reactions from USPTO patents (1976-2016). Predict the product of the given reaction. (1) The product is: [ClH:28].[ClH:34].[ClH:28].[Cl:28][C:27]1[C:22]([N:19]2[CH2:20][CH2:21][N:16]([CH2:15][CH2:14][C@H:11]3[CH2:12][CH2:13][C@H:8]([NH2:7])[CH2:9][CH2:10]3)[CH2:17][CH2:18]2)=[N:23][CH:24]=[C:25]([C:29]([F:31])([F:32])[F:30])[CH:26]=1. Given the reactants C(OC(=O)[NH:7][C@H:8]1[CH2:13][CH2:12][C@H:11]([CH2:14][CH2:15][N:16]2[CH2:21][CH2:20][N:19]([C:22]3[C:27]([Cl:28])=[CH:26][C:25]([C:29]([F:32])([F:31])[F:30])=[CH:24][N:23]=3)[CH2:18][CH2:17]2)[CH2:10][CH2:9]1)(C)(C)C.[ClH:34].O1CCOCC1.O(C(C)C)C(C)C, predict the reaction product. (2) Given the reactants [CH3:1][O:2][C:3]1[CH:4]=[C:5]([C:13]2[CH:18]=[C:17]([CH2:19][N:20]3[CH2:25][CH2:24][C:23](=O)[CH2:22][CH2:21]3)[CH:16]=[CH:15][N:14]=2)[CH:6]=[C:7]([O:11][CH3:12])[C:8]=1[O:9][CH3:10].[CH2:27]1[O:36][C:35]2[CH:34]=[CH:33][C:31]([NH2:32])=[CH:30][C:29]=2[O:28]1, predict the reaction product. The product is: [CH2:27]1[O:36][C:35]2[CH:34]=[CH:33][C:31]([NH:32][CH:23]3[CH2:22][CH2:21][N:20]([CH2:19][C:17]4[CH:16]=[CH:15][N:14]=[C:13]([C:5]5[CH:6]=[C:7]([O:11][CH3:12])[C:8]([O:9][CH3:10])=[C:3]([O:2][CH3:1])[CH:4]=5)[CH:18]=4)[CH2:25][CH2:24]3)=[CH:30][C:29]=2[O:28]1. (3) Given the reactants [C:1]([C:3]1[N:4]([CH2:10][CH2:11][CH2:12][C:13](=[O:15])[CH3:14])[C:5]([CH3:9])=[C:6]([CH3:8])[N:7]=1)#[N:2].[K], predict the reaction product. The product is: [C:13]([C:12]1[CH2:11][CH2:10][N:4]2[C:5]([CH3:9])=[C:6]([CH3:8])[N:7]=[C:3]2[C:1]=1[NH2:2])(=[O:15])[CH3:14].